This data is from Full USPTO retrosynthesis dataset with 1.9M reactions from patents (1976-2016). The task is: Predict the reactants needed to synthesize the given product. (1) Given the product [CH3:45][O:46][C:47]1[CH:48]=[C:49]([CH2:50][NH:51][C:38](=[O:40])[C:37]2[CH:41]=[CH:42][CH:43]=[N:44][C:36]=2[NH2:35])[CH:52]=[CH:53][CH:54]=1, predict the reactants needed to synthesize it. The reactants are: CN([P+](ON1N=NC2C=CC=CC1=2)(N(C)C)N(C)C)C.F[P-](F)(F)(F)(F)F.C(N(CC)CC)C.[NH2:35][C:36]1[N:44]=[CH:43][CH:42]=[CH:41][C:37]=1[C:38]([OH:40])=O.[CH3:45][O:46][C:47]1[CH:48]=[C:49]([CH:52]=[CH:53][CH:54]=1)[CH2:50][NH2:51]. (2) Given the product [S:54]1[C:55]2[CH:61]=[CH:60][CH:59]=[CH:58][C:56]=2[N:57]=[C:53]1[NH:52][C:8](=[O:9])[CH:7]([C:11]1[CH:16]=[CH:15][C:14]([S:17]([CH3:20])(=[O:19])=[O:18])=[C:13]([C:21]([F:24])([F:23])[F:22])[CH:12]=1)[CH2:6][CH:1]1[CH2:5][CH2:4][CH2:3][CH2:2]1, predict the reactants needed to synthesize it. The reactants are: [CH:1]1([CH2:6][CH:7]([C:11]2[CH:16]=[CH:15][C:14]([S:17]([CH3:20])(=[O:19])=[O:18])=[C:13]([C:21]([F:24])([F:23])[F:22])[CH:12]=2)[C:8](O)=[O:9])[CH2:5][CH2:4][CH2:3][CH2:2]1.F[P-](F)(F)(F)(F)F.N1(O[P+](N(C)C)(N(C)C)N(C)C)C2C=CC=CC=2N=N1.[NH2:52][C:53]1[S:54][C:55]2[CH:61]=[CH:60][CH:59]=[CH:58][C:56]=2[N:57]=1.C(N(CC)CC)C. (3) Given the product [OH:1][C:2]1[CH:3]=[C:4]([CH:8]=[C:9]([OH:12])[C:10]=1[CH3:11])[C:5]([O:7][CH3:13])=[O:6], predict the reactants needed to synthesize it. The reactants are: [OH:1][C:2]1[CH:3]=[C:4]([CH:8]=[C:9]([OH:12])[C:10]=1[CH3:11])[C:5]([OH:7])=[O:6].[CH3:13]C1C=CC(S(O)(=O)=O)=CC=1. (4) Given the product [Br:1][C:12]1[CH:13]=[C:6]([F:5])[C:7]([O:14][CH3:15])=[CH:8][C:9]=1[CH:10]=[O:11], predict the reactants needed to synthesize it. The reactants are: [Br-:1].[K+].BrBr.[F:5][C:6]1[CH:13]=[CH:12][C:9]([CH:10]=[O:11])=[CH:8][C:7]=1[O:14][CH3:15]. (5) Given the product [ClH:53].[NH2:4][C@H:3]([C:12]1[NH:13][C:14]([C:17]2[CH:18]=[C:19]3[C:24](=[CH:25][CH:26]=2)[CH:23]=[C:22]([C:27]2[CH:32]=[CH:31][C:30]([C:33]4[NH:37][C:36]([C@@H:38]([NH2:43])[C:39]([CH3:42])([CH3:41])[CH3:40])=[N:35][CH:34]=4)=[CH:29][CH:28]=2)[CH:21]=[CH:20]3)=[CH:15][N:16]=1)[C:2]([CH3:51])([CH3:52])[CH3:1], predict the reactants needed to synthesize it. The reactants are: [CH3:1][C:2]([CH3:52])([CH3:51])[C@@H:3]([C:12]1[NH:13][C:14]([C:17]2[CH:18]=[C:19]3[C:24](=[CH:25][CH:26]=2)[CH:23]=[C:22]([C:27]2[CH:32]=[CH:31][C:30]([C:33]4[NH:37][C:36]([C@@H:38]([NH:43]C(=O)OC(C)(C)C)[C:39]([CH3:42])([CH3:41])[CH3:40])=[N:35][CH:34]=4)=[CH:29][CH:28]=2)[CH:21]=[CH:20]3)=[CH:15][N:16]=1)[NH:4]C(OC(C)(C)C)=O.[ClH:53].O1CCOCC1. (6) Given the product [F:12][C:4]1[CH:3]=[C:2]([B:16]2[O:17][C:18]([CH3:20])([CH3:19])[C:14]([CH3:30])([CH3:13])[O:15]2)[CH:7]=[CH:6][C:5]=1[CH2:8][C:9]([OH:11])=[O:10], predict the reactants needed to synthesize it. The reactants are: Br[C:2]1[CH:7]=[CH:6][C:5]([CH2:8][C:9]([OH:11])=[O:10])=[C:4]([F:12])[CH:3]=1.[CH3:13][C:14]1([CH3:30])[C:18]([CH3:20])([CH3:19])[O:17][B:16]([B:16]2[O:17][C:18]([CH3:20])([CH3:19])[C:14]([CH3:30])([CH3:13])[O:15]2)[O:15]1.C([O-])(=O)C.[K+].